Dataset: Forward reaction prediction with 1.9M reactions from USPTO patents (1976-2016). Task: Predict the product of the given reaction. Given the reactants [O:1]([C:8]1[CH:13]=[CH:12][C:11]([CH2:14][NH2:15])=[CH:10][CH:9]=1)[C:2]1[CH:7]=[CH:6][CH:5]=[CH:4][CH:3]=1.Br[CH:17]([CH3:23])[C:18]([O:20][CH2:21][CH3:22])=[O:19], predict the reaction product. The product is: [CH2:21]([O:20][C:18](=[O:19])[C@H:17]([CH3:23])[NH:15][CH2:14][C:11]1[CH:10]=[CH:9][C:8]([O:1][C:2]2[CH:7]=[CH:6][CH:5]=[CH:4][CH:3]=2)=[CH:13][CH:12]=1)[CH3:22].